This data is from Reaction yield outcomes from USPTO patents with 853,638 reactions. The task is: Predict the reaction yield, written as a fraction of the theoretical maximum amount of product (1.0 means a 100% yield; for example, 0.34 means a 34% yield). (1) The reactants are [I:1][C:2]1[CH:10]=[CH:9][CH:8]=[CH:7][C:3]=1[C:4]([OH:6])=O.[Cl-].[Cl-].[Cl-].[Al+3].[CH2:15]([C:18]1[N:22]2[CH:23]=[CH:24][CH:25]=[CH:26][C:21]2=[CH:20][N:19]=1)[CH2:16][CH3:17]. The catalyst is ClCCCl. The product is [I:1][C:2]1[CH:10]=[CH:9][CH:8]=[CH:7][C:3]=1[C:4]([C:20]1[N:19]=[C:18]([CH2:15][CH2:16][CH3:17])[N:22]2[CH:23]=[CH:24][CH:25]=[CH:26][C:21]=12)=[O:6]. The yield is 0.150. (2) The reactants are [CH3:1][O:2][C:3](=[O:18])[CH2:4][C:5]1[C:14]2[C:9](=[CH:10][CH:11]=[C:12]([O:15][CH3:16])[N:13]=2)[N:8]=[CH:7][C:6]=1[Cl:17].[C:19](=O)([O-])[O-].[K+].[K+].C=O.C(OCC)(=O)C. The catalyst is C1CCCCC1.[Cl-].C([N+](CC)(CC)CC)C1C=CC=CC=1.O. The product is [Cl:17][C:6]1[CH:7]=[N:8][C:9]2[C:14]([C:5]=1[C:4](=[CH2:19])[C:3]([O:2][CH3:1])=[O:18])=[N:13][C:12]([O:15][CH3:16])=[CH:11][CH:10]=2. The yield is 0.890. (3) The reactants are [OH:1][C:2]1[CH:7]=[C:6]([CH3:8])[CH:5]=[CH:4][N:3]=1.Br[C:10]1[CH:14]=[CH:13][S:12][CH:11]=1.C(=O)([O-])[O-].[K+].[K+]. The catalyst is CN(C)C=O.[OH-].[NH4+].[Cu]I. The product is [CH3:8][C:6]1[CH:5]=[CH:4][N:3]([C:10]2[CH:14]=[CH:13][S:12][CH:11]=2)[C:2](=[O:1])[CH:7]=1. The yield is 0.290. (4) The reactants are Cl.CO[C:4](=[O:17])[C@H:5]([CH2:7][C:8]1[C:16]2[C:11](=[CH:12][CH:13]=[CH:14][CH:15]=2)[NH:10][CH:9]=1)[NH2:6].C(N(CC)CC)C.[N:25]([CH2:28][CH2:29][N:30]1[CH2:35][CH2:34][O:33][CH2:32][CH2:31]1)=[C:26]=[S:27]. The catalyst is ClCCl. The product is [NH:10]1[C:11]2[C:16](=[CH:15][CH:14]=[CH:13][CH:12]=2)[C:8]([CH2:7][CH:5]2[NH:6][C:26](=[S:27])[N:25]([CH2:28][CH2:29][N:30]3[CH2:31][CH2:32][O:33][CH2:34][CH2:35]3)[C:4]2=[O:17])=[CH:9]1. The yield is 0.830. (5) The reactants are [OH-].[Na+].[Cl:3][C:4]1[CH:29]=[C:28]([C:30]([NH:32][CH2:33][C:34]2[CH:39]=[CH:38][CH:37]=[C:36]([O:40]C(=O)C3C=C(F)C=C(F)C=3)[CH:35]=2)=[O:31])[CH:27]=[C:26]([CH3:51])[C:5]=1[C:6]([NH:8][C@H:9]([C:22]([O:24]C)=[O:23])[CH2:10][NH:11][C:12](=[O:21])[C:13]1[CH:18]=[C:17]([F:19])[CH:16]=[C:15]([F:20])[CH:14]=1)=[O:7]. The catalyst is CO. The product is [Cl:3][C:4]1[CH:29]=[C:28]([C:30]([NH:32][CH2:33][C:34]2[CH:39]=[CH:38][CH:37]=[C:36]([OH:40])[CH:35]=2)=[O:31])[CH:27]=[C:26]([CH3:51])[C:5]=1[C:6]([NH:8][C@H:9]([C:22]([OH:24])=[O:23])[CH2:10][NH:11][C:12](=[O:21])[C:13]1[CH:14]=[C:15]([F:20])[CH:16]=[C:17]([F:19])[CH:18]=1)=[O:7]. The yield is 0.430. (6) The reactants are BrC1C=C(S(NC2C(O)=CC(Cl)=CN=2)(=O)=O)C=NC=1.[Cl:20][C:21]1[CH:22]=[C:23]([NH:29][S:30]([C:33]2[CH:38]=[CH:37][CH:36]=[C:35]([O:39][C:40]([F:43])([F:42])[F:41])[CH:34]=2)(=[O:32])=[O:31])[C:24]([O:27]C)=[N:25][CH:26]=1.BrC1C=C(S(NC2C(OC)=CC(Cl)=CN=2)(=O)=O)C=NC=1. The yield is 0.250. The product is [Cl:20][C:21]1[CH:22]=[C:23]([NH:29][S:30]([C:33]2[CH:38]=[CH:37][CH:36]=[C:35]([O:39][C:40]([F:42])([F:41])[F:43])[CH:34]=2)(=[O:32])=[O:31])[C:24]([OH:27])=[N:25][CH:26]=1. No catalyst specified. (7) The yield is 0.150. The product is [C:1]([O:5][C:6]([N:8]1[CH2:13][CH2:12][C:11]2[N:14]([CH2:29][CH2:28][C:27]([O:31][CH3:32])=[O:30])[N:15]=[C:16]([C:17]3[CH:18]=[CH:19][C:20]([C:23]([F:24])([F:25])[F:26])=[CH:21][CH:22]=3)[C:10]=2[CH2:9]1)=[O:7])([CH3:4])([CH3:2])[CH3:3]. The catalyst is C1(C)C=CC=CC=1. The reactants are [C:1]([O:5][C:6]([N:8]1[CH2:13][CH2:12][C:11]2[NH:14][N:15]=[C:16]([C:17]3[CH:22]=[CH:21][C:20]([C:23]([F:26])([F:25])[F:24])=[CH:19][CH:18]=3)[C:10]=2[CH2:9]1)=[O:7])([CH3:4])([CH3:3])[CH3:2].[C:27]([O:31][CH3:32])(=[O:30])[CH:28]=[CH2:29].C(O[Na])(C)(C)C. (8) The reactants are Br[C:2]1[CH:7]=[CH:6][C:5]([F:8])=[CH:4][N:3]=1.[CH2:9]([C:13]1[N:14]=[C:15]2[CH:20]=[CH:19][CH:18]=[CH:17][N:16]2[CH:21]=1)[CH2:10][C:11]#[CH:12]. The catalyst is C(N(CC)CC)C.[Cu](I)I.Cl[Pd](Cl)([P](C1C=CC=CC=1)(C1C=CC=CC=1)C1C=CC=CC=1)[P](C1C=CC=CC=1)(C1C=CC=CC=1)C1C=CC=CC=1. The product is [F:8][C:5]1[CH:6]=[CH:7][C:2]([C:12]#[C:11][CH2:10][CH2:9][C:13]2[N:14]=[C:15]3[CH:20]=[CH:19][CH:18]=[CH:17][N:16]3[CH:21]=2)=[N:3][CH:4]=1. The yield is 0.0800.